Dataset: Catalyst prediction with 721,799 reactions and 888 catalyst types from USPTO. Task: Predict which catalyst facilitates the given reaction. Reactant: [CH2:1]([N:8]1[C:12]([C:13]2[CH:18]=[CH:17][CH:16]=[CH:15][CH:14]=2)=[CH:11][C:10]2[CH:19]=[C:20]([C:22]([O:24][CH3:25])=[O:23])[S:21][C:9]1=2)[C:2]1[CH:7]=[CH:6][CH:5]=[CH:4][CH:3]=1.C(OC(=O)C)(=O)C.[C:33]1(=O)[CH2:38][CH2:37][CH2:36][CH2:35][CH2:34]1.P(=O)(O)(O)O. Product: [CH2:1]([N:8]1[C:12]([C:13]2[CH:18]=[CH:17][CH:16]=[CH:15][CH:14]=2)=[C:11]([C:33]2[CH2:38][CH2:37][CH2:36][CH2:35][CH:34]=2)[C:10]2[CH:19]=[C:20]([C:22]([O:24][CH3:25])=[O:23])[S:21][C:9]1=2)[C:2]1[CH:3]=[CH:4][CH:5]=[CH:6][CH:7]=1. The catalyst class is: 15.